This data is from Full USPTO retrosynthesis dataset with 1.9M reactions from patents (1976-2016). The task is: Predict the reactants needed to synthesize the given product. Given the product [Br:27][C:28]1[CH:29]=[C:30]([S:34]([NH:37][C:11]([C:7]2[NH:8][C:9]3[C:5]([C:6]=2[CH2:14][CH2:15][CH2:16][O:17][C:18]2[CH:19]=[C:20]([CH3:26])[C:21]([Cl:25])=[C:22]([CH3:24])[CH:23]=2)=[CH:4][CH:3]=[C:2]([Cl:1])[CH:10]=3)=[O:13])(=[O:35])=[O:36])[CH:31]=[CH:32][CH:33]=1, predict the reactants needed to synthesize it. The reactants are: [Cl:1][C:2]1[CH:10]=[C:9]2[C:5]([C:6]([CH2:14][CH2:15][CH2:16][O:17][C:18]3[CH:23]=[C:22]([CH3:24])[C:21]([Cl:25])=[C:20]([CH3:26])[CH:19]=3)=[C:7]([C:11]([OH:13])=O)[NH:8]2)=[CH:4][CH:3]=1.[Br:27][C:28]1[CH:29]=[C:30]([S:34]([NH2:37])(=[O:36])=[O:35])[CH:31]=[CH:32][CH:33]=1.